Dataset: Forward reaction prediction with 1.9M reactions from USPTO patents (1976-2016). Task: Predict the product of the given reaction. (1) Given the reactants [Cl:1][C:2]1[N:7]=[C:6](I)[N:5]=[C:4]([N:9]2[CH2:14][CH2:13][O:12][CH2:11][CH2:10]2)[CH:3]=1.[C:15]([O:19][C:20]([N:22]1[CH2:31][CH2:30][C:29]2[C:24](=[CH:25][CH:26]=[C:27]([NH2:32])[CH:28]=2)[CH2:23]1)=[O:21])([CH3:18])([CH3:17])[CH3:16].CC1(C)C2C(=C(P(C3C=CC=CC=3)C3C=CC=CC=3)C=CC=2)OC2C(P(C3C=CC=CC=3)C3C=CC=CC=3)=CC=CC1=2, predict the reaction product. The product is: [C:15]([O:19][C:20]([N:22]1[CH2:31][CH2:30][C:29]2[C:24](=[CH:25][CH:26]=[C:27]([NH:32][C:6]3[N:7]=[C:2]([Cl:1])[CH:3]=[C:4]([N:9]4[CH2:14][CH2:13][O:12][CH2:11][CH2:10]4)[N:5]=3)[CH:28]=2)[CH2:23]1)=[O:21])([CH3:18])([CH3:16])[CH3:17]. (2) The product is: [NH2:10][CH2:9][C:5]1([OH:8])[CH2:6][CH2:7][C:2]([CH3:1])([CH3:13])[CH2:3][CH2:4]1. Given the reactants [CH3:1][C:2]1([CH3:13])[CH2:7][CH2:6][C:5]([CH2:9][N+:10]([O-])=O)([OH:8])[CH2:4][CH2:3]1.CO, predict the reaction product.